Dataset: Reaction yield outcomes from USPTO patents with 853,638 reactions. Task: Predict the reaction yield, written as a fraction of the theoretical maximum amount of product (1.0 means a 100% yield; for example, 0.34 means a 34% yield). (1) The reactants are [CH3:1][C@H:2]1[CH2:7][CH2:6][C@H:5]([C:8](Cl)=[O:9])[CH2:4][CH2:3]1.[CH3:11][O:12][C:13]([C:15]1[S:16][C:17]([C:31]2[CH2:36][CH2:35][CH2:34][CH2:33][CH:32]=2)=[CH:18][C:19]=1[NH:20][CH:21]1[CH2:29][CH:28]2[N:24]([C:25](=[O:30])[CH2:26][CH2:27]2)[CH2:23][CH2:22]1)=[O:14].N1C=CC=CC=1.CO. The catalyst is C1(C)C=CC=CC=1.ClCCl. The product is [CH3:11][O:12][C:13]([C:15]1[S:16][C:17]([C:31]2[CH2:36][CH2:35][CH2:34][CH2:33][CH:32]=2)=[CH:18][C:19]=1[N:20]([C:8]([C@H:5]1[CH2:6][CH2:7][C@H:2]([CH3:1])[CH2:3][CH2:4]1)=[O:9])[CH:21]1[CH2:29][CH:28]2[N:24]([C:25](=[O:30])[CH2:26][CH2:27]2)[CH2:23][CH2:22]1)=[O:14]. The yield is 0.640. (2) The reactants are [Cl:1][C:2]1[CH:24]=[C:23]([C:25]([NH:27][CH2:28][C:29]2[CH:34]=[CH:33][CH:32]=[C:31]([OH:35])[CH:30]=2)=[O:26])[CH:22]=[CH:21][C:3]=1[C:4]([NH:6][C@H:7]([C:17]([O:19]C)=[O:18])[CH2:8][NH:9][C:10]([C:12]1[S:13][CH:14]=[CH:15][CH:16]=1)=[O:11])=[O:5].O.[OH-].[Li+].O. The catalyst is O1CCCC1.CO. The product is [Cl:1][C:2]1[CH:24]=[C:23]([C:25]([NH:27][CH2:28][C:29]2[CH:34]=[CH:33][CH:32]=[C:31]([OH:35])[CH:30]=2)=[O:26])[CH:22]=[CH:21][C:3]=1[C:4]([NH:6][C@H:7]([C:17]([OH:19])=[O:18])[CH2:8][NH:9][C:10]([C:12]1[S:13][CH:14]=[CH:15][CH:16]=1)=[O:11])=[O:5]. The yield is 0.960. (3) The reactants are [CH2:1]([N:3]1[C:7]([C:8]2[CH:9]=[C:10]([C:13]([OH:15])=O)[O:11][CH:12]=2)=[C:6]([CH3:16])[CH:5]=[N:4]1)[CH3:2].C1CN([P+](Br)(N2CCCC2)N2CCCC2)CC1.F[P-](F)(F)(F)(F)F.CCN(C(C)C)C(C)C.[NH2:50][C@@H:51]([CH2:64][C:65]1[CH:70]=[CH:69][CH:68]=[C:67]([F:71])[CH:66]=1)[CH2:52][N:53]1[C:61](=[O:62])[C:60]2[C:55](=[CH:56][CH:57]=[CH:58][CH:59]=2)[C:54]1=[O:63]. The catalyst is C(Cl)Cl. The product is [O:63]=[C:54]1[C:55]2[C:60](=[CH:59][CH:58]=[CH:57][CH:56]=2)[C:61](=[O:62])[N:53]1[CH2:52][C@@H:51]([NH:50][C:13]([C:10]1[O:11][CH:12]=[C:8]([C:7]2[N:3]([CH2:1][CH3:2])[N:4]=[CH:5][C:6]=2[CH3:16])[CH:9]=1)=[O:15])[CH2:64][C:65]1[CH:70]=[CH:69][CH:68]=[C:67]([F:71])[CH:66]=1. The yield is 0.540. (4) The reactants are [NH2:1][C:2]1[C:11]2[C:6](=[C:7](Br)[CH:8]=[CH:9][CH:10]=2)[N:5]=[N:4][C:3]=1[C:13]([NH:15][CH2:16][CH2:17][CH3:18])=[O:14].[N:19]1[C:28]2[C:23](=[CH:24][CH:25]=[CH:26][CH:27]=2)[CH:22]=[C:21](B(O)O)[CH:20]=1. No catalyst specified. The product is [NH2:1][C:2]1[C:11]2[C:6](=[C:7]([C:21]3[CH:20]=[N:19][C:28]4[C:23]([CH:22]=3)=[CH:24][CH:25]=[CH:26][CH:27]=4)[CH:8]=[CH:9][CH:10]=2)[N:5]=[N:4][C:3]=1[C:13]([NH:15][CH2:16][CH2:17][CH3:18])=[O:14]. The yield is 0.805. (5) The reactants are [C:1]([C:5]1[O:9][N:8]=[C:7]([NH:10][C:11]([NH:13][C:14]2[CH:19]=[CH:18][CH:17]=[C:16]([O:20][C:21]3[C:30]4[C:25](=[CH:26][C:27]([O:33][CH:34]5[CH2:39][CH2:38][NH:37][CH2:36][CH2:35]5)=[C:28]([O:31][CH3:32])[CH:29]=4)[N:24]=[CH:23][N:22]=3)[CH:15]=2)=[O:12])[CH:6]=1)([CH3:4])([CH3:3])[CH3:2].FC(F)(F)S(O[CH2:46][C:47]([F:50])([F:49])[F:48])(=O)=O.C(N(CC)C(C)C)(C)C. The catalyst is C(Cl)Cl. The product is [C:1]([C:5]1[O:9][N:8]=[C:7]([NH:10][C:11]([NH:13][C:14]2[CH:19]=[CH:18][CH:17]=[C:16]([O:20][C:21]3[C:30]4[C:25](=[CH:26][C:27]([O:33][CH:34]5[CH2:39][CH2:38][N:37]([CH2:46][C:47]([F:50])([F:49])[F:48])[CH2:36][CH2:35]5)=[C:28]([O:31][CH3:32])[CH:29]=4)[N:24]=[CH:23][N:22]=3)[CH:15]=2)=[O:12])[CH:6]=1)([CH3:4])([CH3:2])[CH3:3]. The yield is 0.110.